This data is from Full USPTO retrosynthesis dataset with 1.9M reactions from patents (1976-2016). The task is: Predict the reactants needed to synthesize the given product. (1) The reactants are: [N:1]1([C:5]([C:7]2[N:12]=[CH:11][C:10]([O:13][C:14]3[CH:15]=[C:16]([CH:21]=[C:22]([O:24][C@H:25]4[CH2:29][CH2:28][N:27]([CH3:30])[C:26]4=[O:31])[CH:23]=3)[C:17]([O:19]C)=[O:18])=[CH:9][CH:8]=2)=[O:6])[CH2:4][CH2:3][CH2:2]1.CO.[OH-].[Li+].O. Given the product [N:1]1([C:5]([C:7]2[N:12]=[CH:11][C:10]([O:13][C:14]3[CH:15]=[C:16]([CH:21]=[C:22]([O:24][C@H:25]4[CH2:29][CH2:28][N:27]([CH3:30])[C:26]4=[O:31])[CH:23]=3)[C:17]([OH:19])=[O:18])=[CH:9][CH:8]=2)=[O:6])[CH2:4][CH2:3][CH2:2]1, predict the reactants needed to synthesize it. (2) The reactants are: Cl[CH2:2][C:3]([C:5]1[CH:10]=[CH:9][C:8]([C:11]2([C:14]([O:16]C)=[O:15])[CH2:13][CH2:12]2)=[CH:7][CH:6]=1)=O.[NH2:18][C:19]([NH2:21])=[O:20].C(O)C.[OH-].[Li+].Cl. Given the product [NH2:21][C:19]1[O:20][CH:2]=[C:3]([C:5]2[CH:6]=[CH:7][C:8]([C:11]3([C:14]([OH:16])=[O:15])[CH2:12][CH2:13]3)=[CH:9][CH:10]=2)[N:18]=1, predict the reactants needed to synthesize it. (3) Given the product [S:12]([CH2:2][C:3]([C:5]1[CH:10]=[CH:9][CH:8]=[CH:7][CH:6]=1)=[O:4])[C:13]#[N:14], predict the reactants needed to synthesize it. The reactants are: Br[CH2:2][C:3]([C:5]1[CH:10]=[CH:9][CH:8]=[CH:7][CH:6]=1)=[O:4].[SiH4].[S-:12][C:13]#[N:14].[Na+]. (4) Given the product [ClH:24].[NH2:7][C@H:8]1[CH2:12][CH2:11][N:10]([CH2:13][C:14]2[CH:23]=[C:22]3[C:17]([C:18]([NH2:41])=[CH:19][CH:20]=[N:21]3)=[CH:16][CH:15]=2)[C:9]1=[O:25], predict the reactants needed to synthesize it. The reactants are: C(OC(=O)[NH:7][C@H:8]1[CH2:12][CH2:11][N:10]([CH2:13][C:14]2[CH:23]=[C:22]3[C:17]([C:18]([Cl:24])=[CH:19][CH:20]=[N:21]3)=[CH:16][CH:15]=2)[C:9]1=[O:25])(C)(C)C.C1(O)C=CC=CC=1.C([O-])(=O)C.[NH4+].C(#[N:41])C. (5) Given the product [C:1]1([C:7]2[CH:8]=[CH:9][C:10]([CH2:11][CH2:12][NH:13][CH3:16])=[CH:14][CH:15]=2)[CH:2]=[CH:3][CH:4]=[CH:5][CH:6]=1, predict the reactants needed to synthesize it. The reactants are: [C:1]1([C:7]2[CH:15]=[CH:14][C:10]([CH2:11][CH2:12][NH2:13])=[CH:9][CH:8]=2)[CH:6]=[CH:5][CH:4]=[CH:3][CH:2]=1.[CH:16](OC)=O.C(N)=O.[H-].[Al+3].[Li+].[H-].[H-].[H-].